From a dataset of Merck oncology drug combination screen with 23,052 pairs across 39 cell lines. Regression. Given two drug SMILES strings and cell line genomic features, predict the synergy score measuring deviation from expected non-interaction effect. (1) Drug 1: O=S1(=O)NC2(CN1CC(F)(F)F)C1CCC2Cc2cc(C=CCN3CCC(C(F)(F)F)CC3)ccc2C1. Drug 2: COC1CC2CCC(C)C(O)(O2)C(=O)C(=O)N2CCCCC2C(=O)OC(C(C)CC2CCC(OP(C)(C)=O)C(OC)C2)CC(=O)C(C)C=C(C)C(O)C(OC)C(=O)C(C)CC(C)C=CC=CC=C1C. Cell line: KPL1. Synergy scores: synergy=23.1. (2) Drug 1: Nc1ccn(C2OC(CO)C(O)C2(F)F)c(=O)n1. Drug 2: Cc1nc(Nc2ncc(C(=O)Nc3c(C)cccc3Cl)s2)cc(N2CCN(CCO)CC2)n1. Cell line: UACC62. Synergy scores: synergy=16.9. (3) Drug 1: Cn1c(=O)n(-c2ccc(C(C)(C)C#N)cc2)c2c3cc(-c4cnc5ccccc5c4)ccc3ncc21. Drug 2: Cn1cc(-c2cnn3c(N)c(Br)c(C4CCCNC4)nc23)cn1. Cell line: OVCAR3. Synergy scores: synergy=12.1. (4) Drug 1: O=C(O)C1(Cc2cccc(Nc3nccs3)n2)CCC(Oc2cccc(Cl)c2F)CC1. Drug 2: CC(C)CC(NC(=O)C(Cc1ccccc1)NC(=O)c1cnccn1)B(O)O. Cell line: NCIH23. Synergy scores: synergy=-0.353. (5) Drug 1: Cn1nnc2c(C(N)=O)ncn2c1=O. Drug 2: COC1CC2CCC(C)C(O)(O2)C(=O)C(=O)N2CCCCC2C(=O)OC(C(C)CC2CCC(OP(C)(C)=O)C(OC)C2)CC(=O)C(C)C=C(C)C(O)C(OC)C(=O)C(C)CC(C)C=CC=CC=C1C. Cell line: OV90. Synergy scores: synergy=19.8. (6) Synergy scores: synergy=-1.86. Drug 1: O=c1[nH]cc(F)c(=O)[nH]1. Cell line: LNCAP. Drug 2: CC(C)CC(NC(=O)C(Cc1ccccc1)NC(=O)c1cnccn1)B(O)O. (7) Synergy scores: synergy=41.2. Cell line: ZR751. Drug 2: Cn1c(=O)n(-c2ccc(C(C)(C)C#N)cc2)c2c3cc(-c4cnc5ccccc5c4)ccc3ncc21. Drug 1: CS(=O)(=O)CCNCc1ccc(-c2ccc3ncnc(Nc4ccc(OCc5cccc(F)c5)c(Cl)c4)c3c2)o1.